From a dataset of Full USPTO retrosynthesis dataset with 1.9M reactions from patents (1976-2016). Predict the reactants needed to synthesize the given product. (1) Given the product [CH:1]([C:15]1[CH:20]=[CH:19][CH:18]=[CH:17][N:16]=1)([C:3]1[CH:8]=[CH:7][CH:6]=[CH:5][N:4]=1)[CH3:2], predict the reactants needed to synthesize it. The reactants are: [CH2:1]([C:3]1[CH:8]=[CH:7][CH:6]=[CH:5][N:4]=1)[CH3:2].C([Li])CCC.F[C:15]1[CH:20]=[CH:19][CH:18]=[CH:17][N:16]=1. (2) Given the product [CH3:1][O:2][C:3]1[CH:4]=[C:5](/[CH:6]=[CH:20]/[C:18]([O:17][CH2:15][CH3:16])=[O:19])[CH:8]=[C:9]([O:13][CH3:14])[C:10]=1[O:11][CH3:12], predict the reactants needed to synthesize it. The reactants are: [CH3:1][O:2][C:3]1[CH:4]=[C:5]([CH:8]=[C:9]([O:13][CH3:14])[C:10]=1[O:11][CH3:12])[CH:6]=O.[CH2:15]([O:17][C:18]([CH:20]=P(C1C=CC=CC=1)(C1C=CC=CC=1)C1C=CC=CC=1)=[O:19])[CH3:16]. (3) Given the product [C:12]([O:11][C:9](=[O:10])[NH:26][C@@H:22]1[C:23]2[C:19](=[CH:18][C:17]([Br:16])=[CH:25][CH:24]=2)[CH2:20][CH2:21]1)([CH3:13])([CH3:14])[CH3:15], predict the reactants needed to synthesize it. The reactants are: [C:9](O[C:9]([O:11][C:12]([CH3:15])([CH3:14])[CH3:13])=[O:10])([O:11][C:12]([CH3:15])([CH3:14])[CH3:13])=[O:10].[Br:16][C:17]1[CH:18]=[C:19]2[C:23](=[CH:24][CH:25]=1)[C@@H:22]([NH2:26])[CH2:21][CH2:20]2.C(=O)(O)[O-].[Na+].[OH-].[Na+]. (4) Given the product [NH2:30][C@H:3]([CH:2]([CH3:38])[CH3:1])[C:4]([N:6]1[CH2:7][CH2:8][N:9]([C:12]2[CH:17]=[CH:16][N:15]=[C:14]3[NH:18][CH:19]=[C:20]([NH:21][C:22](=[O:29])[C:23]4[CH:28]=[CH:27][CH:26]=[N:25][CH:24]=4)[C:13]=23)[CH2:10][CH2:11]1)=[O:5], predict the reactants needed to synthesize it. The reactants are: [CH3:1][CH:2]([CH3:38])[C@@H:3]([NH:30]C(=O)OC(C)(C)C)[C:4]([N:6]1[CH2:11][CH2:10][N:9]([C:12]2[CH:17]=[CH:16][N:15]=[C:14]3[NH:18][CH:19]=[C:20]([NH:21][C:22](=[O:29])[C:23]4[CH:28]=[CH:27][CH:26]=[N:25][CH:24]=4)[C:13]=23)[CH2:8][CH2:7]1)=[O:5].C(O)(C(F)(F)F)=O. (5) Given the product [Cl:10][CH2:11][C:12]1[CH:17]=[CH:16][N:15]=[C:14]([NH:18][C:8]([NH:7][C:1]2[CH:6]=[CH:5][CH:4]=[CH:3][CH:2]=2)=[O:9])[CH:13]=1, predict the reactants needed to synthesize it. The reactants are: [C:1]1([N:7]=[C:8]=[O:9])[CH:6]=[CH:5][CH:4]=[CH:3][CH:2]=1.[Cl:10][CH2:11][C:12]1[CH:17]=[CH:16][N:15]=[C:14]([NH2:18])[CH:13]=1. (6) Given the product [Cl:1][C:2]1[N:7]=[CH:6][C:5]([CH:8]=[O:9])=[C:4]([NH:10][CH2:11][CH3:12])[CH:3]=1, predict the reactants needed to synthesize it. The reactants are: [Cl:1][C:2]1[N:7]=[CH:6][C:5]([CH2:8][OH:9])=[C:4]([NH:10][CH2:11][CH3:12])[CH:3]=1.